Dataset: Reaction yield outcomes from USPTO patents with 853,638 reactions. Task: Predict the reaction yield, written as a fraction of the theoretical maximum amount of product (1.0 means a 100% yield; for example, 0.34 means a 34% yield). (1) The reactants are CI.[C:3]([O-])([O-])=O.[K+].[K+].[NH:9]([C:16]1[N:17]([C:29]2[CH:34]=[CH:33][CH:32]=[CH:31][CH:30]=2)[C:18]2[C:23]([C:24](=[O:26])[CH:25]=1)=[C:22]([CH3:27])[CH:21]=[C:20]([Cl:28])[N:19]=2)[C:10]1[CH:15]=[CH:14][CH:13]=[CH:12][CH:11]=1. The catalyst is C1COCC1. The product is [Cl:28][C:20]1[N:19]=[C:18]2[C:23]([C:24](=[O:26])[CH:25]=[C:16]([N:9]([CH3:3])[C:10]3[CH:15]=[CH:14][CH:13]=[CH:12][CH:11]=3)[N:17]2[C:29]2[CH:34]=[CH:33][CH:32]=[CH:31][CH:30]=2)=[C:22]([CH3:27])[CH:21]=1. The yield is 0.350. (2) The reactants are [CH3:1][O:2][C:3]1[N:8]=[C:7]([NH:9][CH2:10][CH2:11][N:12]2[CH2:17][CH2:16][CH:15]([NH:18][C:19](=[O:25])[O:20][C:21]([CH3:24])([CH3:23])[CH3:22])[CH2:14][CH2:13]2)[C:6]([N+:26]([O-])=O)=[CH:5][CH:4]=1. The catalyst is C(O)C.[Pd]. The product is [NH2:26][C:6]1[C:7]([NH:9][CH2:10][CH2:11][N:12]2[CH2:13][CH2:14][CH:15]([NH:18][C:19](=[O:25])[O:20][C:21]([CH3:23])([CH3:22])[CH3:24])[CH2:16][CH2:17]2)=[N:8][C:3]([O:2][CH3:1])=[CH:4][CH:5]=1. The yield is 1.00. (3) The product is [Br:24][CH2:23][CH2:22][CH2:21][CH2:20][CH2:19][CH2:18][C:10]([CH3:12])([CH3:11])[C:9]([O:14][CH2:15][CH3:16])=[O:13]. The reactants are [Li+].CC([N-]C(C)C)C.[C:9]([O:14][CH2:15][CH3:16])(=[O:13])[CH:10]([CH3:12])[CH3:11].Br[CH2:18][CH2:19][CH2:20][CH2:21][CH2:22][CH2:23][Br:24].[NH4+].[Cl-]. The catalyst is C1COCC1.CN1C(=O)N(C)CCC1. The yield is 0.520. (4) The reactants are [Br:1][C:2]1[CH:3]=[C:4]([C:9]([C:13]2[CH:18]=[CH:17][CH:16]=[CH:15][CH:14]=2)=[CH:10]OC)[C:5]([NH2:8])=[N:6][CH:7]=1.Cl(O)(=O)(=O)=O.C(N(CC)CC)C. The catalyst is O1CCOCC1. The product is [Br:1][C:2]1[CH:3]=[C:4]2[C:9]([C:13]3[CH:18]=[CH:17][CH:16]=[CH:15][CH:14]=3)=[CH:10][NH:8][C:5]2=[N:6][CH:7]=1. The yield is 0.780. (5) The product is [Cl:26][C:14]1[C:13]([O:27][CH3:28])=[CH:12][CH:11]=[C:10]2[C:15]=1[N:16]=[C:17]([C:19]1[S:20][CH:21]=[C:22]([CH:24]=[CH2:25])[N:23]=1)[CH:8]=[C:7]2[OH:9]. The reactants are CC(C)([O-])C.[K+].[C:7]([C:10]1[C:15]([NH:16][C:17]([C:19]2[S:20][CH:21]=[C:22]([CH:24]=[CH2:25])[N:23]=2)=O)=[C:14]([Cl:26])[C:13]([O:27][CH3:28])=[CH:12][CH:11]=1)(=[O:9])[CH3:8]. The catalyst is C(O)(C)(C)C.C(OCC)C. The yield is 0.730.